Predict the reactants needed to synthesize the given product. From a dataset of Full USPTO retrosynthesis dataset with 1.9M reactions from patents (1976-2016). Given the product [Cl:23][C:24]1[CH:31]=[CH:30][CH:29]=[C:28]([Cl:32])[C:25]=1[C:26]1[N:20]([CH2:19][C:18]2[CH:17]=[CH:16][C:15]([C:11]([CH3:14])([CH3:12])[CH3:13])=[CH:22][CH:21]=2)[C:35](=[O:36])[CH:34]=[C:33]([OH:40])[N:27]=1, predict the reactants needed to synthesize it. The reactants are: [Cl-].C[Al+]C.CCCCCC.[C:11]([C:15]1[CH:22]=[CH:21][C:18]([CH2:19][NH2:20])=[CH:17][CH:16]=1)([CH3:14])([CH3:13])[CH3:12].[Cl:23][C:24]1[CH:31]=[CH:30][CH:29]=[C:28]([Cl:32])[C:25]=1[C:26]#[N:27].[C:33](OCC)(=[O:40])[CH2:34][C:35](OCC)=[O:36].C[O-].[Na+].CO.